Predict the product of the given reaction. From a dataset of Forward reaction prediction with 1.9M reactions from USPTO patents (1976-2016). (1) Given the reactants Br.[F:2][C:3]([C:6]1[S:10][C:9]2=[N:11][C:12]([C:14](Cl)=[O:15])=[CH:13][N:8]2[N:7]=1)([F:5])[CH3:4].[NH2:17][C:18]1[C:23]([N+:24]([O-:26])=[O:25])=[CH:22][CH:21]=[CH:20][C:19]=1[OH:27].CCN(C(C)C)C(C)C.CCOC(C)=O.C(Cl)Cl, predict the reaction product. The product is: [F:2][C:3]([C:6]1[S:10][C:9]2=[N:11][C:12]([C:14]([NH:17][C:18]3[C:23]([N+:24]([O-:26])=[O:25])=[CH:22][CH:21]=[CH:20][C:19]=3[OH:27])=[O:15])=[CH:13][N:8]2[N:7]=1)([F:5])[CH3:4]. (2) Given the reactants [CH3:1][C:2]1[O:17][C:11]2([CH2:16][CH2:15][CH2:14][CH2:13][CH2:12]2)[C:5]2[CH:6]=[C:7](Br)[CH:8]=[CH:9][C:4]=2[N:3]=1.Br[C:19]1[CH:20]=[C:21]([C:24]#[N:25])[S:22][CH:23]=1, predict the reaction product. The product is: [CH3:1][CH:2]1[O:17][C:11]2([CH2:16][CH2:15][CH2:14][CH2:13][CH2:12]2)[C:5]2[CH:6]=[C:7]([C:19]3[CH:20]=[C:21]([C:24]#[N:25])[S:22][CH:23]=3)[CH:8]=[CH:9][C:4]=2[NH:3]1.